From a dataset of Forward reaction prediction with 1.9M reactions from USPTO patents (1976-2016). Predict the product of the given reaction. (1) Given the reactants CO[C:3]1[CH2:4][CH2:5][CH:6]([CH3:10])[CH2:7][CH2:8][N:9]=1.[NH2:11][C:12]1[CH:20]=[C:19]([C:21]([OH:23])=[O:22])[CH:18]=[CH:17][C:13]=1[C:14](O)=[O:15], predict the reaction product. The product is: [CH3:10][CH:6]1[CH2:7][CH2:8][N:9]2[C:3](=[N:11][C:12]3[C:13]([C:14]2=[O:15])=[CH:17][CH:18]=[C:19]([C:21]([OH:23])=[O:22])[CH:20]=3)[CH2:4][CH2:5]1. (2) Given the reactants [Si:1]([O:8][C:9]1[CH:14]=[CH:13][C:12]([C:15]2[N:16]=[CH:17][C:18]([NH2:21])=[N:19][CH:20]=2)=[CH:11][CH:10]=1)([C:4]([CH3:7])([CH3:6])[CH3:5])([CH3:3])[CH3:2].[Si:22]([O:29][C:30]1[CH:35]=[CH:34][C:33]([CH2:36][C:37](Cl)=[O:38])=[CH:32][CH:31]=1)([C:25]([CH3:28])([CH3:27])[CH3:26])([CH3:24])[CH3:23].O, predict the reaction product. The product is: [Si:22]([O:29][C:30]1[CH:31]=[CH:32][C:33]([CH2:36][C:37]([NH:21][C:18]2[CH:17]=[N:16][C:15]([C:12]3[CH:13]=[CH:14][C:9]([O:8][Si:1]([C:4]([CH3:7])([CH3:5])[CH3:6])([CH3:3])[CH3:2])=[CH:10][CH:11]=3)=[CH:20][N:19]=2)=[O:38])=[CH:34][CH:35]=1)([C:25]([CH3:28])([CH3:27])[CH3:26])([CH3:24])[CH3:23]. (3) Given the reactants CON(C)[C:4]([C:6]1[N:7]=[CH:8][N:9]([C:11]2[CH:16]=[CH:15][CH:14]=[C:13]([C:17]3[C:18]([O:25][CH3:26])=[N:19][C:20]([O:23][CH3:24])=[N:21][CH:22]=3)[CH:12]=2)[CH:10]=1)=[O:5].Br[C:29]1[CH:34]=[C:33]([CH3:35])[CH:32]=[CH:31][N:30]=1, predict the reaction product. The product is: [CH3:24][O:23][C:20]1[N:19]=[C:18]([O:25][CH3:26])[C:17]([C:13]2[CH:12]=[C:11]([N:9]3[CH:10]=[C:6]([C:4]([C:29]4[CH:34]=[C:33]([CH3:35])[CH:32]=[CH:31][N:30]=4)=[O:5])[N:7]=[CH:8]3)[CH:16]=[CH:15][CH:14]=2)=[CH:22][N:21]=1. (4) Given the reactants [Na].C([C:4](CC)([C:8]([O-:10])=O)[C:5]([O-:7])=[O:6])C.[C:13]1(=[C:19]([C:23]#[N:24])[C:20]([NH2:22])=[O:21])[CH2:18][CH2:17][CH2:16][CH2:15][CH2:14]1.Cl.[CH2:26](O)[CH3:27], predict the reaction product. The product is: [C:23]([CH:19]1[C:13]2([CH2:18][CH2:17][CH2:16][CH2:15][CH2:14]2)[CH:4]([C:5]([O:7][CH2:26][CH3:27])=[O:6])[C:8](=[O:10])[NH:22][C:20]1=[O:21])#[N:24].